From a dataset of Full USPTO retrosynthesis dataset with 1.9M reactions from patents (1976-2016). Predict the reactants needed to synthesize the given product. (1) Given the product [CH3:1][CH:2]1[CH2:7][CH:6]([N:8]2[CH2:12][CH2:11][O:10][C:9]2=[O:13])[CH2:5][CH2:4][NH:3]1, predict the reactants needed to synthesize it. The reactants are: [CH3:1][CH:2]1[CH2:7][CH:6]([N:8]2[CH2:12][CH2:11][O:10][C:9]2=[O:13])[CH2:5][CH2:4][N:3]1C(OC(C)(C)C)=O. (2) Given the product [F:8][C:7]1[CH:6]=[CH:5][C:4]([C:9]2[N:10]=[C:11]([S:15][CH3:16])[N:12]=[N:13][CH:14]=2)=[CH:3][C:2]=1[C:20]1[CH:21]=[N:22][CH:23]=[CH:24][CH:25]=1, predict the reactants needed to synthesize it. The reactants are: Br[C:2]1[CH:3]=[C:4]([C:9]2[N:10]=[C:11]([S:15][CH3:16])[N:12]=[N:13][CH:14]=2)[CH:5]=[CH:6][C:7]=1[F:8].C(B(CC)[C:20]1[CH:21]=[N:22][CH:23]=[CH:24][CH:25]=1)C. (3) The reactants are: [CH3:1][N:2]1[C:10]2[C:5](=[CH:6][CH:7]=[CH:8][CH:9]=2)[C:4]([S:11](Cl)(=[O:13])=[O:12])=[CH:3]1.[NH3:15]. Given the product [CH3:1][N:2]1[C:10]2[C:5](=[CH:6][CH:7]=[CH:8][CH:9]=2)[C:4]([S:11]([NH2:15])(=[O:13])=[O:12])=[CH:3]1, predict the reactants needed to synthesize it. (4) Given the product [CH:24]1([NH:30][C:31]2[C:36]([C:37]([NH:48][C:49]3[CH:50]=[C:51]([CH3:55])[CH:52]=[CH:53][CH:54]=3)=[O:39])=[CH:35][N:34]=[C:33]([NH:42][C:43]([NH:45][CH2:46][CH3:47])=[O:44])[CH:32]=2)[CH2:25][CH2:26][CH2:27][CH2:28][CH2:29]1, predict the reactants needed to synthesize it. The reactants are: CCN=C=NCCCN(C)C.Cl.O.ON1C2C=CC=CC=2N=N1.[CH:24]1([NH:30][C:31]2[C:36]([C:37]([O:39]CC)=O)=[CH:35][N:34]=[C:33]([NH:42][C:43]([NH:45][CH2:46][CH3:47])=[O:44])[CH:32]=2)[CH2:29][CH2:28][CH2:27][CH2:26][CH2:25]1.[NH2:48][C:49]1[CH:54]=[CH:53][CH:52]=[C:51]([CH3:55])[CH:50]=1.